Dataset: TCR-epitope binding with 47,182 pairs between 192 epitopes and 23,139 TCRs. Task: Binary Classification. Given a T-cell receptor sequence (or CDR3 region) and an epitope sequence, predict whether binding occurs between them. (1) The epitope is GILGFVFTL. The TCR CDR3 sequence is CASSQVPGQGPNYGYTF. Result: 0 (the TCR does not bind to the epitope). (2) The epitope is MLNIPSINV. Result: 1 (the TCR binds to the epitope). The TCR CDR3 sequence is CASSQGTSGGLSTDTQYF. (3) The epitope is KPLEFGATSAAL. The TCR CDR3 sequence is CASSAPGLAGEQFF. Result: 1 (the TCR binds to the epitope). (4) The epitope is RPRGEVRFL. The TCR CDR3 sequence is CATSEAASSWTGELFF. Result: 1 (the TCR binds to the epitope). (5) The epitope is FVDGVPFVV. The TCR CDR3 sequence is CASSYGRDGYTF. Result: 1 (the TCR binds to the epitope).